Dataset: Peptide-MHC class II binding affinity with 134,281 pairs from IEDB. Task: Regression. Given a peptide amino acid sequence and an MHC pseudo amino acid sequence, predict their binding affinity value. This is MHC class II binding data. (1) The peptide sequence is AMTDTTPFGQQRVFK. The MHC is DRB1_1301 with pseudo-sequence DRB1_1301. The binding affinity (normalized) is 0.443. (2) The peptide sequence is AGLGLRSAISSGLGS. The MHC is HLA-DPA10301-DPB10402 with pseudo-sequence HLA-DPA10301-DPB10402. The binding affinity (normalized) is 0.100. (3) The MHC is HLA-DPA10201-DPB11401 with pseudo-sequence HLA-DPA10201-DPB11401. The peptide sequence is LKLTSGKIASCLNDN. The binding affinity (normalized) is 0.189. (4) The peptide sequence is WNTDIKTLKFDALSG. The MHC is DRB4_0103 with pseudo-sequence DRB4_0103. The binding affinity (normalized) is 0.406. (5) The binding affinity (normalized) is 0.563. The MHC is DRB1_1501 with pseudo-sequence DRB1_1501. The peptide sequence is SDANTEYERLLSMLN. (6) The peptide sequence is RTEIDKPSQHHHHHH. The MHC is HLA-DPA10201-DPB11401 with pseudo-sequence HLA-DPA10201-DPB11401. The binding affinity (normalized) is 0.116. (7) The peptide sequence is MAGAGPAPMLAAAAG. The MHC is HLA-DQA10102-DQB10602 with pseudo-sequence HLA-DQA10102-DQB10602. The binding affinity (normalized) is 0.452. (8) The peptide sequence is STVFLVPRRHGKTWF. The MHC is DRB1_0405 with pseudo-sequence DRB1_0405. The binding affinity (normalized) is 0.352. (9) The peptide sequence is NYLLTWKQVLAELQDIE. The MHC is DRB1_0101 with pseudo-sequence DRB1_0101. The binding affinity (normalized) is 0. (10) The peptide sequence is GTLAVFLLLIMGQLT. The binding affinity (normalized) is 0.333. The MHC is DRB1_0101 with pseudo-sequence DRB1_0101.